This data is from Forward reaction prediction with 1.9M reactions from USPTO patents (1976-2016). The task is: Predict the product of the given reaction. The product is: [Cl:1][C:2]1[CH:3]=[C:4]([N:8]2[N:12]=[N:11][C:10]([CH:13]3[CH2:18][O:17][CH2:16][CH2:15][NH:14]3)=[N:9]2)[CH:5]=[CH:6][CH:7]=1. Given the reactants [Cl:1][C:2]1[CH:3]=[C:4]([N:8]2[N:12]=[N:11][C:10]([CH:13]3[CH2:18][O:17][CH2:16][CH2:15][N:14]3C(OC(C)(C)C)=O)=[N:9]2)[CH:5]=[CH:6][CH:7]=1.FC(F)(F)C(O)=O.C(=O)([O-])[O-].[Na+].[Na+], predict the reaction product.